This data is from Retrosynthesis with 50K atom-mapped reactions and 10 reaction types from USPTO. The task is: Predict the reactants needed to synthesize the given product. (1) The reactants are: CC(C)(C)OC(=O)c1cc(C2CC2)c(OCC2CCN(C(c3ccc(F)c(Cl)c3)C(F)(F)F)CC2)cc1F. Given the product O=C(O)c1cc(C2CC2)c(OCC2CCN(C(c3ccc(F)c(Cl)c3)C(F)(F)F)CC2)cc1F, predict the reactants needed to synthesize it. (2) Given the product CCCC[Sn](CCCC)(CCCC)c1ccc(CC)nc1, predict the reactants needed to synthesize it. The reactants are: CCCC[SnH](CCCC)CCCC.CCc1ccc(Br)cn1. (3) The reactants are: O=C(Cl)OCc1ccccc1.O=C(O)C1CS[C@H](c2ccc(F)cc2)N1. Given the product O=C(O)C1CS[C@H](c2ccc(F)cc2)N1C(=O)OCc1ccccc1, predict the reactants needed to synthesize it. (4) Given the product CCCc1ncccc1OCc1ccccc1, predict the reactants needed to synthesize it. The reactants are: Brc1ncccc1OCc1ccccc1.CCCBr. (5) Given the product O=C1CNCc2ccc(CO)c3ccn1c23, predict the reactants needed to synthesize it. The reactants are: O=Cc1ccc2c3c1ccn3C(=O)CNC2. (6) Given the product CC(C)(C)OC(=O)n1nc(CBr)c2cccnc21, predict the reactants needed to synthesize it. The reactants are: Cc1nn(C(=O)OC(C)(C)C)c2ncccc12.O=C1CCC(=O)N1Br. (7) Given the product CC(=O)OC[C@H]1O[C@](O)(c2ccc(Cl)c(Cc3ccc(OC4(CO)CCCC4)cc3)c2)[C@H](OC(C)=O)[C@@H](OC(C)=O)[C@@H]1OC(C)=O, predict the reactants needed to synthesize it. The reactants are: CC(=O)OC[C@H]1O[C@](O)(c2ccc(Cl)c(Cc3ccc(OC4(C(=O)O)CCCC4)cc3)c2)[C@H](OC(C)=O)[C@@H](OC(C)=O)[C@@H]1OC(C)=O.